This data is from Catalyst prediction with 721,799 reactions and 888 catalyst types from USPTO. The task is: Predict which catalyst facilitates the given reaction. (1) Reactant: C[O:2][C:3](=[O:40])[C:4]1[CH:9]=[CH:8][C:7]([S:10](=[O:39])(=[O:38])[NH:11][C:12](=[O:37])[CH:13]=[CH:14][C:15]2[CH:20]=[CH:19][C:18]([C:21]([C:31]3[CH:36]=[CH:35][CH:34]=[CH:33][CH:32]=3)=[C:22]([C:25]3[CH:30]=[CH:29][CH:28]=[CH:27][CH:26]=3)[CH2:23][CH3:24])=[CH:17][CH:16]=2)=[CH:6][CH:5]=1.[OH-].[Na+]. The catalyst class is: 169. Product: [C:31]1([C:21]([C:18]2[CH:19]=[CH:20][C:15]([CH:14]=[CH:13][C:12]([NH:11][S:10]([C:7]3[CH:6]=[CH:5][C:4]([C:3]([OH:40])=[O:2])=[CH:9][CH:8]=3)(=[O:39])=[O:38])=[O:37])=[CH:16][CH:17]=2)=[C:22]([C:25]2[CH:26]=[CH:27][CH:28]=[CH:29][CH:30]=2)[CH2:23][CH3:24])[CH:36]=[CH:35][CH:34]=[CH:33][CH:32]=1. (2) Reactant: [C:1]([O:5][C:6]([NH:8][C@H:9]([C:17]1[CH:22]=[CH:21][CH:20]=[CH:19][C:18]=1[C:23]1[C:27]2[CH:28]=[CH:29][C:30]([C:32]([OH:34])=O)=[CH:31][C:26]=2[O:25][N:24]=1)[CH2:10][C:11]1[CH:16]=[CH:15][CH:14]=[CH:13][N:12]=1)=[O:7])([CH3:4])([CH3:3])[CH3:2].C(N(CC)CC)C.S(Cl)([Cl:44])=O. Product: [Cl:44][C:32]([C:30]1[CH:29]=[CH:28][C:27]2[C:23]([C:18]3[CH:19]=[CH:20][CH:21]=[CH:22][C:17]=3[C@@H:9]([NH:8][C:6](=[O:7])[O:5][C:1]([CH3:4])([CH3:3])[CH3:2])[CH2:10][C:11]3[CH:16]=[CH:15][CH:14]=[CH:13][N:12]=3)=[N:24][O:25][C:26]=2[CH:31]=1)=[O:34]. The catalyst class is: 4. (3) Reactant: C(OC([N:8]1[CH2:13][CH2:12][CH:11]([C:14]2[CH:19]=[CH:18][C:17]([NH:20][C:21]3[N:26]=[CH:25][C:24]4=[CH:27][CH:28]=[C:29]([C:30]5[CH:35]=[CH:34][CH:33]=[C:32]([S:36](=[O:43])(=[O:42])[NH:37][C:38]([CH3:41])([CH3:40])[CH3:39])[CH:31]=5)[N:23]4[N:22]=3)=[CH:16][CH:15]=2)[CH2:10][CH2:9]1)=O)(C)(C)C.FC(F)(F)C(O)=O. Product: [C:38]([NH:37][S:36]([C:32]1[CH:33]=[CH:34][CH:35]=[C:30]([C:29]2[N:23]3[C:24]([CH:25]=[N:26][C:21]([NH:20][C:17]4[CH:18]=[CH:19][C:14]([CH:11]5[CH2:10][CH2:9][NH:8][CH2:13][CH2:12]5)=[CH:15][CH:16]=4)=[N:22]3)=[CH:27][CH:28]=2)[CH:31]=1)(=[O:43])=[O:42])([CH3:41])([CH3:39])[CH3:40]. The catalyst class is: 2.